Dataset: Reaction yield outcomes from USPTO patents with 853,638 reactions. Task: Predict the reaction yield, written as a fraction of the theoretical maximum amount of product (1.0 means a 100% yield; for example, 0.34 means a 34% yield). (1) The reactants are CO[C:3]([CH:5]1[CH2:11][CH2:10][O:9][C:8]2[CH:12]=[C:13]([F:16])[CH:14]=[CH:15][C:7]=2[C:6]1=[O:17])=[O:4].[NH2:18][C:19]1[S:20][CH:21]=[CH:22][N:23]=1. The catalyst is C1(C)C(C)=CC=CC=1. The product is [S:20]1[CH:21]=[CH:22][N:23]=[C:19]1[NH:18][C:3]([CH:5]1[CH2:11][CH2:10][O:9][C:8]2[CH:12]=[C:13]([F:16])[CH:14]=[CH:15][C:7]=2[C:6]1=[O:17])=[O:4]. The yield is 0.0700. (2) The yield is 0.900. The product is [CH3:18][O:11][C:10](=[O:12])[CH2:9][CH2:8][CH2:7][C:1]1[CH:6]=[CH:5][CH:4]=[CH:3][CH:2]=1. The catalyst is O. The reactants are [C:1]1([CH2:7][CH2:8][CH2:9][C:10]([OH:12])=[O:11])[CH:6]=[CH:5][CH:4]=[CH:3][CH:2]=1.S(=O)(=O)(O)O.[CH3:18]O. (3) The reactants are [CH:1]1([N:6]2[CH2:11][CH2:10][N:9]([C:12]3[CH:17]=[CH:16][C:15](I)=[CH:14][CH:13]=3)[CH2:8][CH2:7]2)[CH2:5][CH2:4][CH2:3][CH2:2]1.[B:19]1([B:19]2[O:23][C:22]([CH3:25])([CH3:24])[C:21]([CH3:27])([CH3:26])[O:20]2)[O:23][C:22]([CH3:25])([CH3:24])[C:21]([CH3:27])([CH3:26])[O:20]1.CC([O-])=O.[K+]. The catalyst is C1C=CC(P(C2C=CC=CC=2)[C-]2C=CC=C2)=CC=1.C1C=CC(P(C2C=CC=CC=2)[C-]2C=CC=C2)=CC=1.Cl[Pd]Cl.[Fe+2].C(Cl)Cl.CS(C)=O. The product is [CH:1]1([N:6]2[CH2:11][CH2:10][N:9]([C:12]3[CH:17]=[CH:16][C:15]([B:19]4[O:23][C:22]([CH3:25])([CH3:24])[C:21]([CH3:27])([CH3:26])[O:20]4)=[CH:14][CH:13]=3)[CH2:8][CH2:7]2)[CH2:5][CH2:4][CH2:3][CH2:2]1. The yield is 0.520. (4) The reactants are [CH3:1][S:2][C:3]1[CH:10]=[CH:9][C:6]([CH2:7][OH:8])=[CH:5][CH:4]=1.[C:11](O)(=[O:15])[C:12]([CH3:14])=[CH2:13].COC1C=CC(O)=CC=1.C1(C)C=CC(S(O)(=O)=O)=CC=1. The catalyst is C1(C)C=CC=CC=1.C(Cl)Cl.O. The product is [C:11]([O:8][CH2:7][C:6]1[CH:9]=[CH:10][C:3]([S:2][CH3:1])=[CH:4][CH:5]=1)(=[O:15])[C:12]([CH3:14])=[CH2:13]. The yield is 0.550. (5) The yield is 0.880. The reactants are [Br:1][C:2]1[CH:9]=[CH:8][C:5]([CH2:6]Br)=[CH:4][CH:3]=1.[CH2:10]([N:12](CC)[CH2:13][CH3:14])[CH3:11].C(NCC)C. The product is [Br:1][C:2]1[CH:9]=[CH:8][C:5]([CH2:6][N:12]([CH2:13][CH3:14])[CH2:10][CH3:11])=[CH:4][CH:3]=1. The catalyst is C1COCC1.